From a dataset of Full USPTO retrosynthesis dataset with 1.9M reactions from patents (1976-2016). Predict the reactants needed to synthesize the given product. Given the product [S:44](=[O:46])(=[O:45])([OH:48])[OH:47].[CH:1]1([N:4]([CH2:35][C:36]2[CH:41]=[CH:40][CH:39]=[C:38]([CH3:42])[C:37]=2[CH3:43])[C:5]([CH:7]2[C@@H:12]([NH:13][C:14](=[O:34])[C:15]3[CH:20]=[CH:19][C:18]([O:21][CH2:22][CH2:23][O:24][C:25]4[C:26]([Cl:33])=[CH:27][C:28]([CH3:32])=[CH:29][C:30]=4[Cl:31])=[CH:17][CH:16]=3)[CH2:11][CH2:10][NH:9][CH2:8]2)=[O:6])[CH2:3][CH2:2]1, predict the reactants needed to synthesize it. The reactants are: [CH:1]1([N:4]([CH2:35][C:36]2[CH:41]=[CH:40][CH:39]=[C:38]([CH3:42])[C:37]=2[CH3:43])[C:5]([CH:7]2[C@@H:12]([NH:13][C:14](=[O:34])[C:15]3[CH:20]=[CH:19][C:18]([O:21][CH2:22][CH2:23][O:24][C:25]4[C:30]([Cl:31])=[CH:29][C:28]([CH3:32])=[CH:27][C:26]=4[Cl:33])=[CH:17][CH:16]=3)[CH2:11][CH2:10][NH:9][CH2:8]2)=[O:6])[CH2:3][CH2:2]1.[S:44](=[O:48])(=[O:47])([OH:46])[OH:45].